From a dataset of Full USPTO retrosynthesis dataset with 1.9M reactions from patents (1976-2016). Predict the reactants needed to synthesize the given product. (1) The reactants are: [Cl:1][C:2]1[N:7]=[C:6](Cl)[CH:5]=[CH:4][N:3]=1.[OH:9][C:10]1[CH:36]=[CH:35][CH:34]=[CH:33][C:11]=1[CH2:12][NH:13][C:14]([NH:16][C:17]1[N:21]([C:22]2[CH:27]=[CH:26][C:25]([CH3:28])=[CH:24][CH:23]=2)[N:20]=[C:19]([C:29]([CH3:32])([CH3:31])[CH3:30])[CH:18]=1)=[O:15].[OH-].[Na+].[Cl-].[NH4+]. Given the product [Cl:1][C:2]1[N:7]=[C:6]([O:9][C:10]2[CH:36]=[CH:35][CH:34]=[CH:33][C:11]=2[CH2:12][NH:13][C:14]([NH:16][C:17]2[N:21]([C:22]3[CH:27]=[CH:26][C:25]([CH3:28])=[CH:24][CH:23]=3)[N:20]=[C:19]([C:29]([CH3:31])([CH3:32])[CH3:30])[CH:18]=2)=[O:15])[CH:5]=[CH:4][N:3]=1, predict the reactants needed to synthesize it. (2) Given the product [CH3:21][O:25][N:26]([CH3:27])[C:15]([C@H:10]1[CH2:9][N:8]([C:6]([O:5][C:1]([CH3:2])([CH3:3])[CH3:4])=[O:7])[C@H:13]([CH3:14])[CH2:12][CH2:11]1)=[O:17], predict the reactants needed to synthesize it. The reactants are: [C:1]([O:5][C:6]([N:8]1[C@H:13]([CH3:14])[CH2:12][CH2:11][C@@H:10]([C:15]([OH:17])=O)[CH2:9]1)=[O:7])([CH3:4])([CH3:3])[CH3:2].CN([C:21]([O:25][N:26]1N=NC2C=CC=N[C:27]1=2)=[N+](C)C)C.F[P-](F)(F)(F)(F)F.C(N(CC)CC)C.Cl.CNOC. (3) Given the product [F:1][C:2]1[C:3]([C:10]([F:13])([F:12])[F:11])=[CH:4][CH:5]=[C:6]([NH:7][C:15]#[C:14][Si:16]([CH3:19])([CH3:18])[CH3:17])[CH:8]=1, predict the reactants needed to synthesize it. The reactants are: [F:1][C:2]1[C:3]([C:10]([F:13])([F:12])[F:11])=[CH:4][C:5](I)=[C:6]([CH:8]=1)[NH2:7].[C:14]([Si:16]([CH3:19])([CH3:18])[CH3:17])#[CH:15]. (4) The reactants are: [CH2:1]([O:8][C:9]1[CH:10]=[C:11]([CH2:15][CH2:16][CH2:17][CH2:18][CH2:19][CH2:20][CH2:21][S:22](Cl)(=[O:24])=[O:23])[CH:12]=[CH:13][CH:14]=1)[C:2]1[CH:7]=[CH:6][CH:5]=[CH:4][CH:3]=1.[NH4+].[F-:27]. Given the product [CH2:1]([O:8][C:9]1[CH:10]=[C:11]([CH2:15][CH2:16][CH2:17][CH2:18][CH2:19][CH2:20][CH2:21][S:22]([F:27])(=[O:24])=[O:23])[CH:12]=[CH:13][CH:14]=1)[C:2]1[CH:7]=[CH:6][CH:5]=[CH:4][CH:3]=1.[CH2:1]([O:8][C:9]1[CH:14]=[CH:13][C:12]([CH2:15][CH2:16][CH2:17][CH2:18][CH2:19][CH2:20][CH2:21][S:22]([F:27])(=[O:24])=[O:23])=[CH:11][CH:10]=1)[C:2]1[CH:3]=[CH:4][CH:5]=[CH:6][CH:7]=1, predict the reactants needed to synthesize it. (5) Given the product [CH:29]1([C:27]([NH:26][C@@H:25]2[C@H:21]3[O:20][CH2:19][C@H:18]([NH:17][C:11](=[O:13])[C:10]4[CH:14]=[CH:15][CH:16]=[C:8]([O:1][C:2]5[CH:3]=[CH:4][CH:5]=[CH:6][CH:7]=5)[CH:9]=4)[C@H:22]3[O:23][CH2:24]2)=[O:28])[CH2:30][CH2:31]1, predict the reactants needed to synthesize it. The reactants are: [O:1]([C:8]1[CH:9]=[C:10]([CH:14]=[CH:15][CH:16]=1)[C:11]([OH:13])=O)[C:2]1[CH:7]=[CH:6][CH:5]=[CH:4][CH:3]=1.[NH2:17][C@@H:18]1[C@H:22]2[O:23][CH2:24][C@H:25]([NH:26][C:27]([CH:29]3[CH2:31][CH2:30]3)=[O:28])[C@H:21]2[O:20][CH2:19]1. (6) Given the product [NH2:1][C:2]1[C:3](=[O:30])[NH:4][C:5]2[C:10]([N:11]=1)=[C:9]([O:12][C:13]1[CH:18]=[C:17]([C:19]3[CH:24]=[CH:23][C:22]([C:25]([F:28])([F:27])[F:26])=[CH:21][CH:20]=3)[N:16]=[C:15]([N:31]3[CH2:36][CH2:35][NH:34][CH2:33][CH2:32]3)[N:14]=1)[CH:8]=[CH:7][CH:6]=2, predict the reactants needed to synthesize it. The reactants are: [NH2:1][C:2]1[C:3](=[O:30])[NH:4][C:5]2[C:10]([N:11]=1)=[C:9]([O:12][C:13]1[CH:18]=[C:17]([C:19]3[CH:24]=[CH:23][C:22]([C:25]([F:28])([F:27])[F:26])=[CH:21][CH:20]=3)[N:16]=[C:15](Cl)[N:14]=1)[CH:8]=[CH:7][CH:6]=2.[NH:31]1[CH2:36][CH2:35][NH:34][CH2:33][CH2:32]1. (7) The reactants are: [NH2:1][C:2]1[C:3]([C:9]([NH:11][CH3:12])=[O:10])=[N:4][C:5](Br)=[CH:6][N:7]=1.[OH:13][C:14]1[CH:15]=[C:16](B(O)O)[CH:17]=[CH:18][CH:19]=1.CN(C=O)C.C(N(CC)CC)C. Given the product [NH2:1][C:2]1[C:3]([C:9]([NH:11][CH3:12])=[O:10])=[N:4][C:5]([C:18]2[CH:17]=[CH:16][CH:15]=[C:14]([OH:13])[CH:19]=2)=[CH:6][N:7]=1, predict the reactants needed to synthesize it. (8) Given the product [CH3:1][O:16][C:15](=[O:17])[CH2:14][CH2:13][O:12][C:11]1[CH:10]=[CH:9][C:8]([N+:5]([O-:7])=[O:6])=[CH:19][CH:18]=1, predict the reactants needed to synthesize it. The reactants are: [C:1](Cl)(C)=O.[N+:5]([C:8]1[CH:19]=[CH:18][C:11]([O:12][CH2:13][CH2:14][C:15]([OH:17])=[O:16])=[CH:10][CH:9]=1)([O-:7])=[O:6].